From a dataset of Reaction yield outcomes from USPTO patents with 853,638 reactions. Predict the reaction yield, written as a fraction of the theoretical maximum amount of product (1.0 means a 100% yield; for example, 0.34 means a 34% yield). (1) The reactants are [C:1]([NH:9][C:10]1[C:11]2[N:12]=[CH:13][N:14]([C:30]=2[N:31]=[CH:32][N:33]=1)[C@@H:15]1[O:29][C@H:19]([CH2:20][O:21][Si:22]([C:25]([CH3:28])([CH3:27])[CH3:26])([CH3:24])[CH3:23])[C@@H:17]([OH:18])[CH2:16]1)(=[O:8])[C:2]1[CH:7]=[CH:6][CH:5]=[CH:4][CH:3]=1.[CH3:34][S:35]([CH3:37])=O.C(OC(=O)C)(=O)C.C([O-])(O)=O.[Na+]. The catalyst is C(O)(=O)C. The product is [C:1]([NH:9][C:10]1[C:11]2[N:12]=[CH:13][N:14]([C:30]=2[N:31]=[CH:32][N:33]=1)[C@@H:15]1[O:29][C@H:19]([CH2:20][O:21][Si:22]([C:25]([CH3:26])([CH3:27])[CH3:28])([CH3:24])[CH3:23])[C@@H:17]([O:18][CH2:34][S:35][CH3:37])[CH2:16]1)(=[O:8])[C:2]1[CH:3]=[CH:4][CH:5]=[CH:6][CH:7]=1. The yield is 0.710. (2) The reactants are C([O-])(=[O:3])C.[NH4+].Cl[C:7]1[C:16]([C:17]#[N:18])=[C:15]([Cl:19])[C:14]2[C:9](=[CH:10][CH:11]=[C:12]([CH3:20])[CH:13]=2)[N:8]=1. The catalyst is C(O)(=O)C. The product is [Cl:19][C:15]1[C:14]2[C:9](=[CH:10][CH:11]=[C:12]([CH3:20])[CH:13]=2)[NH:8][C:7](=[O:3])[C:16]=1[C:17]#[N:18]. The yield is 0.690. (3) The reactants are [C:1]1([C:21]2[CH:26]=[CH:25][CH:24]=[CH:23][CH:22]=2)[CH:6]=[CH:5][C:4]([C:7]([N:9]2[CH2:13][C:12](=[N:14][O:15][CH3:16])[CH2:11][C@H:10]2[CH2:17][C:18](O)=[O:19])=[O:8])=[CH:3][CH:2]=1.O[N:28]=[C:29]([NH2:31])[CH3:30].CC(C)N=C=NC(C)C. The catalyst is ClCCl. The product is [CH3:16][O:15][N:14]=[C:12]1[CH2:11][C@@H:10]([CH2:17][C:18]2[O:19][N:31]=[C:29]([CH3:30])[N:28]=2)[N:9]([C:7]([C:4]2[CH:3]=[CH:2][C:1]([C:21]3[CH:22]=[CH:23][CH:24]=[CH:25][CH:26]=3)=[CH:6][CH:5]=2)=[O:8])[CH2:13]1. The yield is 0.910. (4) The reactants are Br[C:2]1[CH:9]=[CH:8][C:5]([C:6]#[N:7])=[C:4]([N+:10]([O-:12])=[O:11])[CH:3]=1.Cl.[C:14]([N:21]1[CH2:26][CH2:25][NH:24][CH2:23][CH2:22]1)([O:16][C:17]([CH3:20])([CH3:19])[CH3:18])=[O:15].CCN(CC)CC. The catalyst is CN(C=O)C. The product is [C:6]([C:5]1[CH:8]=[CH:9][C:2]([N:24]2[CH2:23][CH2:22][N:21]([C:14]([O:16][C:17]([CH3:20])([CH3:19])[CH3:18])=[O:15])[CH2:26][CH2:25]2)=[CH:3][C:4]=1[N+:10]([O-:12])=[O:11])#[N:7]. The yield is 0.970. (5) The reactants are [NH2:1][C@@H:2]1[C:11]2[C:6](=[CH:7][CH:8]=[CH:9][CH:10]=2)[C@H:5]([O:12][C:13]2[CH:14]=[CH:15][C:16]3[N:17]([C:19]([N:22]([CH3:31])[CH2:23][CH2:24][N:25]4[CH2:30][CH2:29][O:28][CH2:27][CH2:26]4)=[N:20][N:21]=3)[CH:18]=2)[CH2:4][CH2:3]1.ClC(Cl)(Cl)C[O:35][C:36](=O)[NH:37][C:38]1[N:39]([C:47]2[CH:52]=[CH:51][C:50]([CH3:53])=[CH:49][CH:48]=2)[N:40]=[C:41]([C:43]([CH3:46])([CH3:45])[CH3:44])[CH:42]=1.CCN(C(C)C)C(C)C.N. The catalyst is CN(C=O)C.CO.C(Cl)Cl. The product is [C:43]([C:41]1[CH:42]=[C:38]([NH:37][C:36]([NH:1][C@@H:2]2[C:11]3[C:6](=[CH:7][CH:8]=[CH:9][CH:10]=3)[C@H:5]([O:12][C:13]3[CH:14]=[CH:15][C:16]4[N:17]([C:19]([N:22]([CH3:31])[CH2:23][CH2:24][N:25]5[CH2:26][CH2:27][O:28][CH2:29][CH2:30]5)=[N:20][N:21]=4)[CH:18]=3)[CH2:4][CH2:3]2)=[O:35])[N:39]([C:47]2[CH:52]=[CH:51][C:50]([CH3:53])=[CH:49][CH:48]=2)[N:40]=1)([CH3:46])([CH3:44])[CH3:45]. The yield is 0.140. (6) The reactants are [NH2:1][CH2:2][CH2:3][CH2:4][C:5]1([C:27]2[CH:32]=[CH:31][CH:30]=[CH:29][CH:28]=2)[N:9]([C:10]([N:12]([O:14]C(C)(C)C)[CH3:13])=[O:11])[N:8]=[C:7]([C:19]2[CH:24]=[C:23]([F:25])[CH:22]=[CH:21][C:20]=2[F:26])[S:6]1.C(O)(C(F)(F)F)=O. No catalyst specified. The product is [NH2:1][CH2:2][CH2:3][CH2:4][C:5]1([C:27]2[CH:28]=[CH:29][CH:30]=[CH:31][CH:32]=2)[N:9]([C:10]([N:12]([OH:14])[CH3:13])=[O:11])[N:8]=[C:7]([C:19]2[CH:24]=[C:23]([F:25])[CH:22]=[CH:21][C:20]=2[F:26])[S:6]1. The yield is 0.490. (7) The reactants are [F:1][C:2]([F:14])([O:6][C:7]1[CH:8]=[C:9]([CH3:13])[CH:10]=[CH:11][CH:12]=1)[CH:3]([F:5])[F:4].[Br:15]N1C(=O)CCC1=O. The catalyst is C(Cl)(Cl)(Cl)Cl.N(C(C)(C)C#N)=NC(C)(C)C#N. The product is [F:1][C:2]([F:14])([O:6][C:7]1[CH:8]=[C:9]([CH2:13][Br:15])[CH:10]=[CH:11][CH:12]=1)[CH:3]([F:4])[F:5]. The yield is 0.960. (8) The reactants are [Cl:1][C:2]1[CH:9]=[C:8]([N:10]([CH2:16][C:17]2[CH:22]=[CH:21][CH:20]=[CH:19][C:18]=2[Cl:23])[C@H:11]2[CH2:15][CH2:14][NH:13][CH2:12]2)[CH:7]=[CH:6][C:3]=1[C:4]#[N:5].Cl[CH2:25][C:26]([N:28]([CH3:30])[CH3:29])=[O:27]. No catalyst specified. The product is [Cl:1][C:2]1[CH:9]=[C:8]([N:10]([CH2:16][C:17]2[CH:22]=[CH:21][CH:20]=[CH:19][C:18]=2[Cl:23])[C@H:11]2[CH2:15][CH2:14][N:13]([CH2:25][C:26]([N:28]([CH3:30])[CH3:29])=[O:27])[CH2:12]2)[CH:7]=[CH:6][C:3]=1[C:4]#[N:5]. The yield is 0.520. (9) The reactants are [Li]C(CC)C.[Cl:6][C:7]1[CH:12]=[CH:11][N:10]=[C:9]2[N:13]([Si](C(C)C)(C(C)C)C(C)C)[CH:14]=[CH:15][C:8]=12.[I:26]I.[Cl-].[NH4+].S([O-])([O-])=O.[Na+].[Na+].CCCC[N+](CCCC)(CCCC)CCCC.[F-]. The catalyst is C1COCC1.C(OCC)(=O)C.O. The product is [Cl:6][C:7]1[C:12]([I:26])=[CH:11][N:10]=[C:9]2[NH:13][CH:14]=[CH:15][C:8]=12. The yield is 0.730. (10) The reactants are [C:1]([O:5][C:6]([N:8]1[CH:13]2[CH2:14][CH2:15][CH:9]1[CH2:10][C:11](=[CH:16][CH2:17][OH:18])[CH2:12]2)=[O:7])([CH3:4])([CH3:3])[CH3:2].[H-].[Na+].Br[CH2:22][CH:23]1[CH2:25][CH2:24]1. The catalyst is CN(C=O)C. The product is [C:1]([O:5][C:6]([N:8]1[CH:13]2[CH2:14][CH2:15][CH:9]1[CH2:10][C:11](=[CH:16][CH2:17][O:18][CH2:22][CH:23]1[CH2:25][CH2:24]1)[CH2:12]2)=[O:7])([CH3:4])([CH3:3])[CH3:2]. The yield is 0.250.